Predict the reaction yield, written as a fraction of the theoretical maximum amount of product (1.0 means a 100% yield; for example, 0.34 means a 34% yield). From a dataset of Reaction yield outcomes from USPTO patents with 853,638 reactions. (1) The reactants are O[CH2:2][C:3]1[C:8]([CH3:9])=[C:7]([O:10][CH2:11][CH2:12][CH2:13][O:14][CH3:15])[CH:6]=[CH:5][N:4]=1.S(Cl)([Cl:18])=O. The catalyst is C(COC)OC. The product is [Cl:18][CH2:2][C:3]1[C:8]([CH3:9])=[C:7]([O:10][CH2:11][CH2:12][CH2:13][O:14][CH3:15])[CH:6]=[CH:5][N:4]=1. The yield is 0.992. (2) The reactants are O[C:2]([CH3:14])([CH3:13])[CH2:3][C:4]1[CH:5]=[CH:6][C:7]([O:11][CH3:12])=[C:8]([OH:10])[CH:9]=1.[C:15](#[N:17])[CH3:16].S(=O)(=O)(O)O.[Na]. The catalyst is C(O)(=O)C. The product is [CH3:12][O:11][C:7]1[CH:6]=[C:5]2[C:4]([CH2:3][C:2]([CH3:14])([CH3:13])[N:17]=[C:15]2[CH3:16])=[CH:9][C:8]=1[OH:10]. The yield is 0.560. (3) The reactants are [Br:1][C:2]1[N:7]=[C:6](F)[C:5]([CH2:9][OH:10])=[CH:4][CH:3]=1.[NH:11]1[CH2:16][CH2:15][CH2:14][C@H:13]([NH:17][C:18](=[O:24])[O:19][C:20]([CH3:23])([CH3:22])[CH3:21])[CH2:12]1.CN1CCOCC1.O. The catalyst is CN1CCCC1=O. The product is [Br:1][C:2]1[N:7]=[C:6]([N:11]2[CH2:16][CH2:15][CH2:14][C@H:13]([NH:17][C:18](=[O:24])[O:19][C:20]([CH3:22])([CH3:21])[CH3:23])[CH2:12]2)[C:5]([CH2:9][OH:10])=[CH:4][CH:3]=1. The yield is 0.800.